Dataset: HIV replication inhibition screening data with 41,000+ compounds from the AIDS Antiviral Screen. Task: Binary Classification. Given a drug SMILES string, predict its activity (active/inactive) in a high-throughput screening assay against a specified biological target. The compound is O=C1C=CC(=O)N1n1c(Cc2ccccc2)n[nH]c1=O. The result is 0 (inactive).